From a dataset of Full USPTO retrosynthesis dataset with 1.9M reactions from patents (1976-2016). Predict the reactants needed to synthesize the given product. (1) Given the product [CH2:1]([O:3][C:4](=[O:35])[CH2:5][CH:6]([C:29]1[CH:30]=[N:31][CH:32]=[N:33][CH:34]=1)[CH:7]=[CH:8][CH2:9][CH2:10][CH2:11][CH2:12][C:13]1[CH:18]=[CH:17][CH:16]=[C:15]([N:19]([CH2:20][C:21]2[CH:26]=[CH:25][C:24]([O:27][CH3:28])=[CH:23][CH:22]=2)[CH3:38])[N:14]=1)[CH3:2], predict the reactants needed to synthesize it. The reactants are: [CH2:1]([O:3][C:4](=[O:35])[CH2:5][CH:6]([C:29]1[CH:30]=[N:31][CH:32]=[N:33][CH:34]=1)[CH:7]=[CH:8][CH2:9][CH2:10][CH2:11][CH2:12][C:13]1[CH:18]=[CH:17][CH:16]=[C:15]([NH:19][CH2:20][C:21]2[CH:26]=[CH:25][C:24]([O:27][CH3:28])=[CH:23][CH:22]=2)[N:14]=1)[CH3:2].C=O.[C:38](O)(=O)C.[BH3-]C#N.[Na+]. (2) Given the product [CH2:7]([NH:15][C:16](=[O:23])[C:17]1[CH:22]=[CH:21][CH:20]=[CH:19][CH:18]=1)[CH2:8][C:9]1[CH:14]=[CH:13][CH:12]=[CH:11][CH:10]=1, predict the reactants needed to synthesize it. The reactants are: C(=O)([O-])[O-].[Na+].[Na+].[CH2:7]([NH2:15])[CH2:8][C:9]1[CH:14]=[CH:13][CH:12]=[CH:11][CH:10]=1.[C:16](Cl)(=[O:23])[C:17]1[CH:22]=[CH:21][CH:20]=[CH:19][CH:18]=1. (3) The reactants are: [NH2:1][NH:2][C:3]([C:5]1[CH:10]=[CH:9][C:8]([C:11]([F:14])([F:13])[F:12])=[CH:7][N:6]=1)=[NH:4].[CH2:15]([O:22][C:23]1[CH:30]=[CH:29][C:26]([CH:27]=O)=[C:25]([OH:31])[CH:24]=1)[C:16]1[CH:21]=[CH:20][CH:19]=[CH:18][CH:17]=1. Given the product [CH2:15]([O:22][C:23]1[CH:30]=[CH:29][C:26]([C:27]2[NH:1][N:2]=[C:3]([C:5]3[CH:10]=[CH:9][C:8]([C:11]([F:12])([F:13])[F:14])=[CH:7][N:6]=3)[N:4]=2)=[C:25]([OH:31])[CH:24]=1)[C:16]1[CH:17]=[CH:18][CH:19]=[CH:20][CH:21]=1, predict the reactants needed to synthesize it. (4) Given the product [F:46][C:47]1[CH:48]=[C:49]([CH:90]=[CH:91][CH:92]=1)[CH2:50][N:51]1[CH:55]=[C:54]([C:56]2[C:64]3[C:59](=[N:60][CH:61]=[C:62]([C:65]4[CH:66]=[CH:67][C:68]([N:71]5[CH2:72][CH2:73][N:74]([CH2:77][C:78]#[N:79])[CH2:75][CH2:76]5)=[N:69][CH:70]=4)[CH:63]=3)[NH:58][CH:57]=2)[CH:53]=[N:52]1, predict the reactants needed to synthesize it. The reactants are: Cl.FC1C=C(C=CC=1)CN1C=C(C2C3C(=NC=C(C4C=CC(C5CCNCC5)=CC=4)C=3)N(S(C3C=CC(C)=CC=3)(=O)=O)C=2)C=N1.[F:46][C:47]1[CH:48]=[C:49]([CH:90]=[CH:91][CH:92]=1)[CH2:50][N:51]1[CH:55]=[C:54]([C:56]2[C:64]3[C:59](=[N:60][CH:61]=[C:62]([C:65]4[CH:66]=[CH:67][C:68]([N:71]5[CH2:76][CH2:75][N:74]([CH2:77][C:78]#[N:79])[CH2:73][CH2:72]5)=[N:69][CH:70]=4)[CH:63]=3)[N:58](S(C3C=CC(C)=CC=3)(=O)=O)[CH:57]=2)[CH:53]=[N:52]1.[OH-].[Li+]. (5) Given the product [C:25]([N:5]1[C:6]2[C:7](=[CH:11][C:12]([Cl:15])=[CH:13][CH:14]=2)[C:8]([O:18][C:16](=[O:19])[CH3:17])=[CH:4]1)(=[O:27])[CH3:26], predict the reactants needed to synthesize it. The reactants are: C([CH2:4][NH:5][C:6]1[CH:14]=[CH:13][C:12]([Cl:15])=[CH:11][C:7]=1[C:8](O)=O)(O)=O.[C:16]([O-:19])(=[O:18])[CH3:17].[Na+].C(O[C:25](=[O:27])[CH3:26])(=O)C. (6) Given the product [NH2:40][C:38](=[O:39])[CH2:37][NH:36][C:21](=[O:22])[C:20]1[CH:26]=[CH:27][CH:28]=[C:18]([C:17]2[C:11]3[S:10][C:9]([CH2:8][C:7]4[CH:29]=[CH:30][CH:31]=[C:5]([C:4]([F:3])([F:33])[F:32])[CH:6]=4)=[CH:13][C:12]=3[CH:14]=[CH:15][CH:16]=2)[CH:19]=1, predict the reactants needed to synthesize it. The reactants are: [OH-].[Na+].[F:3][C:4]([F:33])([F:32])[C:5]1[CH:6]=[C:7]([CH:29]=[CH:30][CH:31]=1)[CH2:8][C:9]1[S:10][C:11]2[C:17]([C:18]3[CH:19]=[C:20]([CH:26]=[CH:27][CH:28]=3)[C:21](OCC)=[O:22])=[CH:16][CH:15]=[CH:14][C:12]=2[CH:13]=1.Cl.Cl.[NH2:36][CH2:37][C:38]([NH2:40])=[O:39].C(N(CC)CC)C.C1C=CC2N(O)N=NC=2C=1.